From a dataset of Catalyst prediction with 721,799 reactions and 888 catalyst types from USPTO. Predict which catalyst facilitates the given reaction. (1) Reactant: Br[C:2]1[C:11]2[C:6](=[CH:7][CH:8]=[CH:9][CH:10]=2)[CH:5]=[C:4]([C:12]2C3C([C:19]4[CH:20]=[CH:21][CH:22]=[CH:23][C:24]=4[CH:25]=2)=CC=CC=3)[CH:3]=1.C([Li])CCC.[B:31](OC(C)C)([O:36]C(C)C)[O:32]C(C)C.Cl.[CH3:45][CH2:46][CH2:47][CH2:48][CH2:49][CH3:50]. Product: [CH:23]1[C:24]2[CH:25]=[C:12]([C:4]3[CH:5]=[C:6]([B:31]([OH:36])[OH:32])[C:7]4[C:2](=[CH:11][CH:10]=[CH:9][CH:8]=4)[CH:3]=3)[C:46]3[C:47](=[CH:48][CH:49]=[CH:50][CH:45]=3)[C:19]=2[CH:20]=[CH:21][CH:22]=1. The catalyst class is: 410. (2) Reactant: [ClH:1].O1CCOCC1.[CH2:8]([O:15][C:16]([NH:18][C@@H:19]([CH2:37][CH2:38][CH2:39][NH:40]C(OC(C)(C)C)=O)[CH2:20][C:21]([NH:23][CH2:24][CH2:25][NH:26][C:27](=[O:36])[O:28][CH2:29][C:30]1[CH:35]=[CH:34][CH:33]=[CH:32][CH:31]=1)=[O:22])=[O:17])[C:9]1[CH:14]=[CH:13][CH:12]=[CH:11][CH:10]=1. Product: [ClH:1].[NH2:40][CH2:39][CH2:38][CH2:37][C@H:19]([NH:18][C:16](=[O:17])[O:15][CH2:8][C:9]1[CH:10]=[CH:11][CH:12]=[CH:13][CH:14]=1)[CH2:20][C:21]([NH:23][CH2:24][CH2:25][NH:26][C:27]([O:28][CH2:29][C:30]1[CH:31]=[CH:32][CH:33]=[CH:34][CH:35]=1)=[O:36])=[O:22]. The catalyst class is: 12.